This data is from Peptide-MHC class I binding affinity with 185,985 pairs from IEDB/IMGT. The task is: Regression. Given a peptide amino acid sequence and an MHC pseudo amino acid sequence, predict their binding affinity value. This is MHC class I binding data. (1) The peptide sequence is RPQLGVGDV. The MHC is HLA-A02:01 with pseudo-sequence HLA-A02:01. The binding affinity (normalized) is 0.0847. (2) The peptide sequence is EREEELRKRL. The binding affinity (normalized) is 0.231. The MHC is Mamu-B08 with pseudo-sequence Mamu-B08.